From a dataset of Full USPTO retrosynthesis dataset with 1.9M reactions from patents (1976-2016). Predict the reactants needed to synthesize the given product. (1) Given the product [Br:1][C:2]1[CH:7]=[CH:6][CH:5]=[CH:4][C:3]=1[CH2:8][C:9]([O:11][CH3:12])=[O:10], predict the reactants needed to synthesize it. The reactants are: [Br:1][C:2]1[CH:7]=[CH:6][CH:5]=[CH:4][C:3]=1[CH2:8][C:9]([OH:11])=[O:10].[C:12](Cl)(=O)C(Cl)=O.ClCCl. (2) Given the product [CH3:1][C:2]1[CH:3]=[CH:4][C:5]([CH2:8][N:9]([CH:21]2[CH2:26][CH2:25][N:24]([CH2:34][CH:35]([CH3:38])[CH3:36])[CH2:23][CH2:22]2)[C:10](=[O:20])[CH2:11][C:12]2[CH:17]=[CH:16][C:15]([O:18][CH3:19])=[CH:14][CH:13]=2)=[CH:6][CH:7]=1, predict the reactants needed to synthesize it. The reactants are: [CH3:1][C:2]1[CH:7]=[CH:6][C:5]([CH2:8][N:9]([CH:21]2[CH2:26][CH2:25][N:24](C(OC(C)(C)C)=O)[CH2:23][CH2:22]2)[C:10](=[O:20])[CH2:11][C:12]2[CH:17]=[CH:16][C:15]([O:18][CH3:19])=[CH:14][CH:13]=2)=[CH:4][CH:3]=1.[CH3:34][CH:35]([CH3:38])[CH:36]=O.[BH4-].C(OC(=O)C)(=O)C. (3) Given the product [CH3:1][C:2]([CH3:11])([CH2:5][CH2:6][CH2:7][CH2:8][CH2:9][CH3:10])[CH:3]=[O:4], predict the reactants needed to synthesize it. The reactants are: [CH3:1][C:2]([CH3:11])([CH2:5][CH2:6][CH2:7][CH2:8][CH2:9][CH3:10])[CH2:3][OH:4].C1C=C[NH+]=CC=1.[O-][Cr](Cl)(=O)=O. (4) Given the product [Cl:1][C:2]1[CH:3]=[C:4]([C:8]2[CH:9]=[C:10]3[C:15](=[CH:16][CH:17]=2)[NH:14][C:13](=[S:22])[CH2:12][C:11]3([CH3:20])[CH3:19])[CH:5]=[CH:6][CH:7]=1, predict the reactants needed to synthesize it. The reactants are: [Cl:1][C:2]1[CH:3]=[C:4]([C:8]2[CH:9]=[C:10]3[C:15](=[CH:16][CH:17]=2)[NH:14][C:13](=O)[CH2:12][C:11]3([CH3:20])[CH3:19])[CH:5]=[CH:6][CH:7]=1.P12(SP3(SP(SP(S3)(S1)=S)(=S)S2)=S)=[S:22]. (5) Given the product [N:3]1[C:4]2[N:5]([C:8]3[CH:14]=[CH:13][CH:12]=[CH:11][C:9]=3[N:10]=2)[CH:6]=[CH:7][C:2]=1[C:20]1[CH:21]=[CH:22][C:17]([C:15]#[N:16])=[C:18]([F:26])[CH:19]=1, predict the reactants needed to synthesize it. The reactants are: Br[C:2]1[CH:7]=[CH:6][N:5]2[C:8]3[CH:14]=[CH:13][CH:12]=[CH:11][C:9]=3[N:10]=[C:4]2[N:3]=1.[C:15]([C:17]1[CH:22]=[CH:21][C:20](B(O)O)=[CH:19][C:18]=1[F:26])#[N:16]. (6) Given the product [N:14]1([C:12]([C:8]2[CH:7]=[C:6]3[C:11]([C:2]([NH:18][CH2:19][C:20]4[CH:21]=[C:22]([CH:26]=[CH:27][CH:28]=4)[C:23]([NH2:25])=[NH:24])=[N:3][CH:4]=[N:5]3)=[CH:10][CH:9]=2)=[O:13])[CH2:17][CH2:16][CH2:15]1, predict the reactants needed to synthesize it. The reactants are: Cl[C:2]1[C:11]2[C:6](=[CH:7][C:8]([C:12]([N:14]3[CH2:17][CH2:16][CH2:15]3)=[O:13])=[CH:9][CH:10]=2)[N:5]=[CH:4][N:3]=1.[NH2:18][CH2:19][C:20]1[CH:21]=[C:22]([CH:26]=[CH:27][CH:28]=1)[C:23]([NH2:25])=[NH:24].C(N(C(C)C)CC)(C)C. (7) Given the product [CH2:27]([O:34][C:35]1[CH:36]=[C:37](/[CH:38]=[C:6](\[CH3:7])/[C:1]([O:3][CH2:4][CH3:5])=[O:2])[CH:40]=[CH:41][CH:42]=1)[C:28]1[CH:33]=[CH:32][CH:31]=[CH:30][CH:29]=1, predict the reactants needed to synthesize it. The reactants are: [C:1]([CH2:6][CH:7]=P(C1C=CC=CC=1)(C1C=CC=CC=1)C1C=CC=CC=1)([O:3][CH2:4][CH3:5])=[O:2].[CH2:27]([O:34][C:35]1[CH:36]=[C:37]([CH:40]=[CH:41][CH:42]=1)[CH:38]=O)[C:28]1[CH:33]=[CH:32][CH:31]=[CH:30][CH:29]=1.CCOC(C)=O.